From a dataset of Catalyst prediction with 721,799 reactions and 888 catalyst types from USPTO. Predict which catalyst facilitates the given reaction. (1) Reactant: [O:1]1[CH2:6][CH2:5][N:4]([C:7]2[CH:12]=[CH:11][C:10]([C:13]3[N:36](S(C4C=CC(C)=CC=4)(=O)=O)[C:16]4=[N:17][CH:18]=[CH:19][C:20]([C:21]5[CH:22]=[CH:23][C:24]([O:29][CH:30]6[CH2:35][CH2:34][O:33][CH2:32][CH2:31]6)=[C:25]([CH:28]=5)[C:26]#[N:27])=[C:15]4[CH:14]=3)=[CH:9][CH:8]=2)[CH2:3][CH2:2]1.C([O-])([O-])=O.[K+].[K+]. Product: [O:1]1[CH2:6][CH2:5][N:4]([C:7]2[CH:12]=[CH:11][C:10]([C:13]3[NH:36][C:16]4=[N:17][CH:18]=[CH:19][C:20]([C:21]5[CH:22]=[CH:23][C:24]([O:29][CH:30]6[CH2:35][CH2:34][O:33][CH2:32][CH2:31]6)=[C:25]([CH:28]=5)[C:26]#[N:27])=[C:15]4[CH:14]=3)=[CH:9][CH:8]=2)[CH2:3][CH2:2]1. The catalyst class is: 5. (2) Reactant: Cl[C:2]1[N:3]=[N:4][C:5]([CH3:25])=[C:6]([CH2:17][C:18]2[CH:23]=[CH:22][C:21]([Cl:24])=[CH:20][CH:19]=2)[C:7]=1[C:8]1[C:13]([F:14])=[CH:12][C:11]([F:15])=[CH:10][C:9]=1[F:16].[CH3:26][O-:27].[Na+].CO. Product: [Cl:24][C:21]1[CH:22]=[CH:23][C:18]([CH2:17][C:6]2[C:7]([C:8]3[C:13]([F:14])=[CH:12][C:11]([F:15])=[CH:10][C:9]=3[F:16])=[C:2]([O:27][CH3:26])[N:3]=[N:4][C:5]=2[CH3:25])=[CH:19][CH:20]=1. The catalyst class is: 6. (3) Reactant: C([O:3][C:4](=[O:40])[CH2:5][CH2:6][CH2:7][S:8]([CH2:11][CH2:12][C:13]1[CH:18]=[CH:17][C:16]([C:19]([CH2:37][CH3:38])([C:22]2[CH:27]=[CH:26][C:25]([CH2:28][CH2:29][CH:30]([OH:35])[C:31]([CH3:34])([CH3:33])[CH3:32])=[C:24]([CH3:36])[CH:23]=2)[CH2:20][CH3:21])=[CH:15][C:14]=1[CH3:39])(=[O:10])=[O:9])C.[OH-].[Na+].Cl. Product: [CH2:20]([C:19]([C:16]1[CH:17]=[CH:18][C:13]([CH2:12][CH2:11][S:8]([CH2:7][CH2:6][CH2:5][C:4]([OH:40])=[O:3])(=[O:10])=[O:9])=[C:14]([CH3:39])[CH:15]=1)([C:22]1[CH:27]=[CH:26][C:25]([CH2:28][CH2:29][CH:30]([OH:35])[C:31]([CH3:33])([CH3:34])[CH3:32])=[C:24]([CH3:36])[CH:23]=1)[CH2:37][CH3:38])[CH3:21]. The catalyst class is: 38. (4) Reactant: [CH2:1]([O:8][C:9]1[CH:14]=[CH:13][NH:12][C:11](=[O:15])[CH:10]=1)[C:2]1[CH:7]=[CH:6][CH:5]=[CH:4][CH:3]=1.N12CCCN=C1CCCCC2.Br[CH2:28][CH2:29][CH:30]([CH3:32])[CH3:31]. Product: [CH2:1]([O:8][C:9]1[CH:14]=[CH:13][N:12]([CH2:28][CH2:29][CH:30]([CH3:32])[CH3:31])[C:11](=[O:15])[CH:10]=1)[C:2]1[CH:3]=[CH:4][CH:5]=[CH:6][CH:7]=1. The catalyst class is: 80.